This data is from Kir2.1 potassium channel HTS with 301,493 compounds. The task is: Binary Classification. Given a drug SMILES string, predict its activity (active/inactive) in a high-throughput screening assay against a specified biological target. (1) The molecule is S(c1n(c(nn1)CC)CC)CC(=O)Nc1sccn1. The result is 0 (inactive). (2) The molecule is s1c(NC(=O)Cn2c(=O)c3c4c(c2=O)cccc4ccc3)nc(c1C(OCC)=O)C. The result is 0 (inactive). (3) The compound is O=c1n(\N=C\C2C(CC(=CC2C)C)C)c(=O)[nH]c2c1[nH]c1c2ccc(OC)c1. The result is 0 (inactive). (4) The drug is S(c1n(CCC(C)C)c(=O)c2c(scc2c2sccc2)n1)CC(=O)N1c2c(NC(=O)C1)cccc2. The result is 0 (inactive). (5) The drug is o1c(c(nc1c1cc(OC)ccc1)CS(=O)CC(=O)NCCCOC)C. The result is 0 (inactive). (6) The drug is s1c(N2C(CCC2)C(=O)Nc2cc(F)ccc2)nn2c1nc(cc2=O)C. The result is 0 (inactive).